This data is from Forward reaction prediction with 1.9M reactions from USPTO patents (1976-2016). The task is: Predict the product of the given reaction. (1) Given the reactants [CH3:1][NH:2][C:3]1[CH:8]=[CH:7][C:6]([O:9][CH2:10][C:11]2[C:20]3[C:15](=[CH:16][CH:17]=[CH:18][CH:19]=3)[N:14]=[C:13]([CH3:21])[CH:12]=2)=[CH:5][CH:4]=1.[CH3:22][C:23]1([CH2:30][S:31](Cl)(=[O:33])=[O:32])[C:27](=[O:28])[NH:26][C:25](=[O:29])[NH:24]1.C(N(CC)CC)C, predict the reaction product. The product is: [CH3:1][N:2]([C:3]1[CH:8]=[CH:7][C:6]([O:9][CH2:10][C:11]2[C:20]3[C:15](=[CH:16][CH:17]=[CH:18][CH:19]=3)[N:14]=[C:13]([CH3:21])[CH:12]=2)=[CH:5][CH:4]=1)[S:31]([CH2:30][C:23]1([CH3:22])[C:27](=[O:28])[NH:26][C:25](=[O:29])[NH:24]1)(=[O:32])=[O:33]. (2) The product is: [F:1][C:2]1[CH:7]=[C:6]([F:8])[CH:5]=[CH:4][C:3]=1[C:9]1[C:10]2[N:11]([N:16]=[C:17]([NH:19][C:21]3[CH:26]=[CH:25][C:24]([N:27]4[CH:31]=[C:30]([CH3:32])[N:29]=[CH:28]4)=[C:23]([O:33][CH3:34])[CH:22]=3)[N:18]=2)[CH:12]=[C:13]([CH3:15])[CH:14]=1. Given the reactants [F:1][C:2]1[CH:7]=[C:6]([F:8])[CH:5]=[CH:4][C:3]=1[C:9]1[C:10]2[N:11]([N:16]=[C:17]([NH2:19])[N:18]=2)[CH:12]=[C:13]([CH3:15])[CH:14]=1.Br[C:21]1[CH:26]=[CH:25][C:24]([N:27]2[CH:31]=[C:30]([CH3:32])[N:29]=[CH:28]2)=[C:23]([O:33][CH3:34])[CH:22]=1.C(Cl)Cl, predict the reaction product. (3) Given the reactants C(Cl)(=O)C(Cl)=O.[C:7]([O:11][C:12]([N:14]1[CH2:18][CH:17]([F:19])[CH2:16][CH:15]1[CH2:20]O)=[O:13])([CH3:10])([CH3:9])[CH3:8].[NH2:22][C:23]1[CH:32]=[CH:31][C:26]([C:27]([O:29][CH3:30])=[O:28])=[CH:25][CH:24]=1.[BH-](OC(C)=O)(OC(C)=O)OC(C)=O.[Na+], predict the reaction product. The product is: [C:7]([O:11][C:12]([N:14]1[CH2:18][CH:17]([F:19])[CH2:16][CH:15]1[CH2:20][NH:22][C:23]1[CH:24]=[CH:25][C:26]([C:27]([O:29][CH3:30])=[O:28])=[CH:31][CH:32]=1)=[O:13])([CH3:8])([CH3:9])[CH3:10]. (4) Given the reactants Cl[C:2]1[N:3]=[C:4]([N:12]2[CH2:17][CH2:16][O:15][CH2:14][CH2:13]2)[C:5]2[O:10][C:9](I)=[CH:8][C:6]=2[N:7]=1.[CH3:18][O:19][C:20]1[CH:25]=[CH:24][N:23]=[CH:22][C:21]=1B(O)O, predict the reaction product. The product is: [CH3:18][O:19][C:20]1[CH:25]=[CH:24][N:23]=[CH:22][C:21]=1[C:9]1[O:10][C:5]2[C:4]([N:12]3[CH2:17][CH2:16][O:15][CH2:14][CH2:13]3)=[N:3][C:2]([C:21]3[CH:22]=[N:23][CH:24]=[CH:25][CH:20]=3)=[N:7][C:6]=2[CH:8]=1. (5) Given the reactants [CH2:1]([O:3][C:4](=[O:15])[CH:5]([CH3:14])[CH:6]([NH:8][CH:9]1[CH2:13][CH2:12][CH2:11][CH2:10]1)[CH3:7])[CH3:2].[Cl:16][C:17]1[N:22]=[C:21](Cl)[C:20]([N+:24]([O-:26])=[O:25])=[CH:19][N:18]=1.C(=O)(O)[O-].[K+], predict the reaction product. The product is: [CH2:1]([O:3][C:4](=[O:15])[CH:5]([CH3:14])[CH:6]([N:8]([C:19]1[C:20]([N+:24]([O-:26])=[O:25])=[CH:21][N:22]=[C:17]([Cl:16])[N:18]=1)[CH:9]1[CH2:13][CH2:12][CH2:11][CH2:10]1)[CH3:7])[CH3:2]. (6) The product is: [N:1]1([NH:7][C:8]([C:10]2[C:14]([CH3:15])=[C:13]([C:16]3[CH:17]=[CH:18][C:19]([OH:22])=[CH:20][CH:21]=3)[N:12]([C:30]3[CH:35]=[CH:34][C:33]([Cl:36])=[CH:32][C:31]=3[Cl:37])[N:11]=2)=[O:9])[CH2:6][CH2:5][CH2:4][CH2:3][CH2:2]1. Given the reactants [N:1]1([NH:7][C:8]([C:10]2[C:14]([CH3:15])=[C:13]([C:16]3[CH:21]=[CH:20][C:19]([O:22]CC4C=CC=CC=4)=[CH:18][CH:17]=3)[N:12]([C:30]3[CH:35]=[CH:34][C:33]([Cl:36])=[CH:32][C:31]=3[Cl:37])[N:11]=2)=[O:9])[CH2:6][CH2:5][CH2:4][CH2:3][CH2:2]1, predict the reaction product. (7) Given the reactants Cl.[NH2:2][CH2:3][C:4]1[CH:12]=[CH:11][CH:10]=[C:9]2[C:5]=1[C:6](=[O:22])[N:7]([CH:14]1[CH2:19][CH2:18][C:17](=[O:20])[NH:16][C:15]1=[O:21])[C:8]2=[O:13].C(N(C(C)C)CC)(C)C.[Cl:32][C:33]1[CH:41]=[CH:40][CH:39]=[CH:38][C:34]=1[C:35](Cl)=[O:36], predict the reaction product. The product is: [Cl:32][C:33]1[CH:41]=[CH:40][CH:39]=[CH:38][C:34]=1[C:35]([NH:2][CH2:3][C:4]1[CH:12]=[CH:11][CH:10]=[C:9]2[C:5]=1[C:6](=[O:22])[N:7]([CH:14]1[CH2:19][CH2:18][C:17](=[O:20])[NH:16][C:15]1=[O:21])[C:8]2=[O:13])=[O:36].